Regression. Given a peptide amino acid sequence and an MHC pseudo amino acid sequence, predict their binding affinity value. This is MHC class I binding data. From a dataset of Peptide-MHC class I binding affinity with 185,985 pairs from IEDB/IMGT. (1) The peptide sequence is RESGLLPSLL. The MHC is HLA-B40:01 with pseudo-sequence HLA-B40:01. The binding affinity (normalized) is 0.522. (2) The peptide sequence is IPFSEGKAL. The MHC is HLA-B38:01 with pseudo-sequence HLA-B38:01. The binding affinity (normalized) is 0.0847. (3) The peptide sequence is SAFNKKTFDHT. The MHC is H-2-Db with pseudo-sequence H-2-Db. The binding affinity (normalized) is 0.371. (4) The MHC is HLA-A68:01 with pseudo-sequence HLA-A68:01. The binding affinity (normalized) is 0. The peptide sequence is MCVCRDNWH. (5) The peptide sequence is HPEIVIYQY. The MHC is HLA-B08:01 with pseudo-sequence HLA-B08:01. The binding affinity (normalized) is 0.0334. (6) The peptide sequence is IIGFFLVTY. The MHC is HLA-A03:01 with pseudo-sequence HLA-A03:01. The binding affinity (normalized) is 0.0847.